Dataset: Catalyst prediction with 721,799 reactions and 888 catalyst types from USPTO. Task: Predict which catalyst facilitates the given reaction. (1) Reactant: [Br:1][C:2]1[CH:3]=[N:4][C:5]([NH:11][CH2:12][CH3:13])=[C:6]([CH:10]=1)[C:7]([OH:9])=O.CCN=C=NCCCN(C)C.C1C=CC2N(O)N=NC=2C=1.CCN(C(C)C)C(C)C.[CH3:44][C:45]([NH2:49])([C:47]#[CH:48])[CH3:46]. Product: [Br:1][C:2]1[CH:3]=[N:4][C:5]([NH:11][CH2:12][CH3:13])=[C:6]([CH:10]=1)[C:7]([NH:49][C:45]([CH3:46])([C:47]#[CH:48])[CH3:44])=[O:9]. The catalyst class is: 2. (2) Reactant: [O:1]([C:8]1[N:17]=[CH:16][CH:15]=[CH:14][C:9]=1[C:10]([NH:12][NH2:13])=[O:11])[C:2]1[CH:7]=[CH:6][CH:5]=[CH:4][CH:3]=1.[F:18][C:19]([F:30])([F:29])[C:20]1[CH:21]=[C:22]([CH:26]=[CH:27][CH:28]=1)[C:23](Cl)=[O:24]. Product: [O:1]([C:8]1[C:9]([C:10]([NH:12][NH:13][C:23](=[O:24])[C:22]2[CH:26]=[CH:27][CH:28]=[C:20]([C:19]([F:18])([F:29])[F:30])[CH:21]=2)=[O:11])=[CH:14][CH:15]=[CH:16][N:17]=1)[C:2]1[CH:3]=[CH:4][CH:5]=[CH:6][CH:7]=1. The catalyst class is: 17.